This data is from Catalyst prediction with 721,799 reactions and 888 catalyst types from USPTO. The task is: Predict which catalyst facilitates the given reaction. (1) Reactant: Cl.[CH3:2][S:3]([C:6]1[CH:11]=[CH:10][C:9]([NH:12]N)=[CH:8][CH:7]=1)(=[O:5])=[O:4].[N:14]12[CH2:22][CH2:21][CH:18]([CH2:19][CH2:20]1)[C:17](=O)[CH2:16][CH2:15]2.Cl.O1CCOCC1. Product: [CH3:2][S:3]([C:6]1[CH:11]=[CH:10][C:9]2[NH:12][C:17]3[CH:18]4[CH2:21][CH2:22][N:14]([CH2:15][C:16]=3[C:8]=2[CH:7]=1)[CH2:20][CH2:19]4)(=[O:5])=[O:4]. The catalyst class is: 15. (2) Reactant: C([O:8][C:9]1[CH:18]=[CH:17][C:16]2[N:15]=[C:14](Cl)[C:13]3[N:20]=[C:21]([CH2:27][O:28][CH3:29])[N:22]([CH2:23][CH:24]([CH3:26])[CH3:25])[C:12]=3[C:11]=2[CH:10]=1)C1C=CC=CC=1.[OH-].[Na+].[BrH:32]. Product: [Br:32][C:14]1[C:13]2[N:20]=[C:21]([CH2:27][O:28][CH3:29])[N:22]([CH2:23][CH:24]([CH3:26])[CH3:25])[C:12]=2[C:11]2[CH:10]=[C:9]([OH:8])[CH:18]=[CH:17][C:16]=2[N:15]=1. The catalyst class is: 15.